From a dataset of Full USPTO retrosynthesis dataset with 1.9M reactions from patents (1976-2016). Predict the reactants needed to synthesize the given product. (1) Given the product [Cl:1][C:2]1[CH:3]=[CH:4][C:5]2[N:11]3[C:12]([C:15]([N:17]([CH3:19])[CH3:18])=[O:16])=[CH:13][CH:14]=[C:10]3[C@@H:9]([CH2:20][CH2:21][C:22]([N:24]3[CH2:25][CH2:26][CH:27]([CH2:30][C:31]([OH:33])=[O:32])[CH2:28][CH2:29]3)=[O:23])[O:8][C@H:7]([C:36]3[CH:41]=[CH:40][CH:39]=[C:38]([O:42][CH3:43])[C:37]=3[O:44][CH3:45])[C:6]=2[CH:46]=1, predict the reactants needed to synthesize it. The reactants are: [Cl:1][C:2]1[CH:3]=[CH:4][C:5]2[N:11]3[C:12]([C:15]([N:17]([CH3:19])[CH3:18])=[O:16])=[CH:13][CH:14]=[C:10]3[C@@H:9]([CH2:20][CH2:21][C:22]([N:24]3[CH2:29][CH2:28][CH:27]([CH2:30][C:31]([O:33]CC)=[O:32])[CH2:26][CH2:25]3)=[O:23])[O:8][C@H:7]([C:36]3[CH:41]=[CH:40][CH:39]=[C:38]([O:42][CH3:43])[C:37]=3[O:44][CH3:45])[C:6]=2[CH:46]=1. (2) The reactants are: [Cl:1][C:2]1[CH:7]=[CH:6][C:5]([O:8][CH2:9][CH:10]([CH2:13][CH3:14])[CH2:11][CH3:12])=[CH:4][C:3]=1[CH3:15].[Br:16]N1C(=O)CCC1=O.C(OOC(=O)C1C=CC=CC=1)(=O)C1C=CC=CC=1. Given the product [Br:16][CH2:15][C:3]1[CH:4]=[C:5]([O:8][CH2:9][CH:10]([CH2:13][CH3:14])[CH2:11][CH3:12])[CH:6]=[CH:7][C:2]=1[Cl:1], predict the reactants needed to synthesize it. (3) Given the product [CH:21]1([CH2:20][CH2:19][CH2:18][CH2:17][CH2:16][O:15][C:14]([NH:1][C@H:2]([C@@H:3]([OH:4])[CH3:5])[C:6]([OH:8])=[O:7])=[O:27])[CH2:26][CH2:25][CH2:24][CH2:23][CH2:22]1, predict the reactants needed to synthesize it. The reactants are: [NH2:1][C@@H:2]([C:6]([OH:8])=[O:7])[C@H:3]([CH3:5])[OH:4].C([O-])(O)=O.[Na+].[C:14](=O)([O:27]C1C=CC=CN=1)[O:15][CH2:16][CH2:17][CH2:18][CH2:19][CH2:20][CH:21]1[CH2:26][CH2:25][CH2:24][CH2:23][CH2:22]1.O=C1C=CC=CN1C(OCCCCCC1CCCCC1)=O. (4) Given the product [NH2:1][C:4]1[C:13]2[NH:12][CH2:11][CH2:10][NH:9][C:8]=2[C:7]([C:14]#[N:15])=[CH:6][CH:5]=1, predict the reactants needed to synthesize it. The reactants are: [N+:1]([C:4]1[C:13]2[N:12]=[CH:11][CH:10]=[N:9][C:8]=2[C:7]([C:14]#[N:15])=[CH:6][CH:5]=1)([O-])=O.[H][H]. (5) Given the product [C:1]([N:4]1[CH2:8][CH2:7][C@H:6]([N:9]2[C:14]3[N:15]=[C:16]([NH:31][CH:32]4[CH2:33][CH2:34][N:35]([C:38]([O:40][C:41]([CH3:44])([CH3:43])[CH3:42])=[O:39])[CH2:36][CH2:37]4)[N:17]=[CH:18][C:13]=3[CH:12]=[C:11]([C:23]3[CH:28]=[CH:27][CH:26]=[CH:25][C:24]=3[CH3:29])[C:10]2=[O:30])[CH2:5]1)(=[O:3])[CH3:2], predict the reactants needed to synthesize it. The reactants are: [C:1]([N:4]1[CH2:8][CH2:7][C@H:6]([N:9]2[C:14]3[N:15]=[C:16](S(C)(=O)=O)[N:17]=[CH:18][C:13]=3[CH:12]=[C:11]([C:23]3[CH:28]=[CH:27][CH:26]=[CH:25][C:24]=3[CH3:29])[C:10]2=[O:30])[CH2:5]1)(=[O:3])[CH3:2].[NH2:31][CH:32]1[CH2:37][CH2:36][N:35]([C:38]([O:40][C:41]([CH3:44])([CH3:43])[CH3:42])=[O:39])[CH2:34][CH2:33]1.N1C=CC=CC=1. (6) Given the product [CH2:25]([N:22]([CH2:23][CH3:24])[C:21](=[O:27])[C:18]1[CH:19]=[CH:20][C:15]([NH:14][CH2:13][C@@H:9]2[CH2:10][CH2:11][CH2:12][NH:8]2)=[C:16]([O:28][C:29]2[CH:30]=[CH:31][CH:32]=[CH:33][CH:34]=2)[CH:17]=1)[CH3:26], predict the reactants needed to synthesize it. The reactants are: C(OC([N:8]1[CH2:12][CH2:11][CH2:10][CH:9]1[CH2:13][NH:14][C:15]1[CH:20]=[CH:19][C:18]([C:21](=[O:27])[N:22]([CH2:25][CH3:26])[CH2:23][CH3:24])=[CH:17][C:16]=1[O:28][C:29]1[CH:34]=[CH:33][CH:32]=[CH:31][CH:30]=1)=O)(C)(C)C.C(O)(C(F)(F)F)=O. (7) Given the product [CH:14]([C:13]([O:26][CH2:27][C:28]1[CH:29]=[CH:30][CH:31]=[CH:32][CH:33]=1)=[O:25])([C:15]([O:17][CH2:18][C:19]1[CH:24]=[CH:23][CH:22]=[CH:21][CH:20]=1)=[O:16])[C@H:6]([C:7]([O:9][CH2:10][CH3:11])=[O:8])[CH3:12], predict the reactants needed to synthesize it. The reactants are: CS(O[C@H:6]([CH3:12])[C:7]([O:9][CH2:10][CH3:11])=[O:8])(=O)=O.[C:13]([O:26][CH2:27][C:28]1[CH:33]=[CH:32][CH:31]=[CH:30][CH:29]=1)(=[O:25])[CH2:14][C:15]([O:17][CH2:18][C:19]1[CH:24]=[CH:23][CH:22]=[CH:21][CH:20]=1)=[O:16].[F-].[Cs+].O.